Dataset: Full USPTO retrosynthesis dataset with 1.9M reactions from patents (1976-2016). Task: Predict the reactants needed to synthesize the given product. (1) Given the product [CH2:27]([O:31][C:32]1[CH:37]=[CH:36][C:35]([N:3]2[C:4](=[O:26])[C:5]([CH2:11][C:12]3[CH:17]=[CH:16][C:15]([C:18]4[C:19]([C:24]#[N:25])=[CH:20][CH:21]=[CH:22][CH:23]=4)=[CH:14][CH:13]=3)=[C:6]([CH2:8][CH2:9][CH3:10])[N:7]=[C:2]2[CH3:1])=[CH:34][CH:33]=1)[CH:28]([CH3:30])[CH3:29], predict the reactants needed to synthesize it. The reactants are: [CH3:1][C:2]1[NH:3][C:4](=[O:26])[C:5]([CH2:11][C:12]2[CH:17]=[CH:16][C:15]([C:18]3[C:19]([C:24]#[N:25])=[CH:20][CH:21]=[CH:22][CH:23]=3)=[CH:14][CH:13]=2)=[C:6]([CH2:8][CH2:9][CH3:10])[N:7]=1.[CH2:27]([O:31][C:32]1[CH:37]=[CH:36][C:35](B(O)O)=[CH:34][CH:33]=1)[CH:28]([CH3:30])[CH3:29].C(N(CC)CC)C.N1C=CC=CC=1. (2) Given the product [Br:1][C:2]1[CH:3]=[CH:4][C:5]([F:33])=[C:6]([C@:8]([NH:21][CH2:22][C:23]2[CH:28]=[CH:27][C:26]([O:29][CH3:30])=[CH:25][C:24]=2[O:31][CH3:32])([CH3:20])[CH2:9][S:10][C:11]2([C:15]([OH:17])=[O:16])[CH2:14][CH2:13][CH2:12]2)[CH:7]=1, predict the reactants needed to synthesize it. The reactants are: [Br:1][C:2]1[CH:3]=[CH:4][C:5]([F:33])=[C:6]([C@:8]([NH:21][CH2:22][C:23]2[CH:28]=[CH:27][C:26]([O:29][CH3:30])=[CH:25][C:24]=2[O:31][CH3:32])([CH3:20])[CH2:9][S:10][C:11]2([C:15]([O:17]CC)=[O:16])[CH2:14][CH2:13][CH2:12]2)[CH:7]=1.[OH-].[Na+].Cl. (3) Given the product [NH2:31][CH:4]([C:5]1[N:6]=[CH:7][C:8]([C:11]2[CH:12]=[CH:13][C:14]([C@@H:17]([OH:21])[C@H:18]([NH:19][C:24](=[O:28])[CH:25]([F:26])[F:27])[CH2:29][F:30])=[CH:15][CH:16]=2)=[CH:9][CH:10]=1)[CH2:3][C:1]#[N:2], predict the reactants needed to synthesize it. The reactants are: [C:1]([CH2:3][CH:4]([NH:31]S(C(C)(C)C)=O)[C:5]1[CH:10]=[CH:9][C:8]([C:11]2[CH:16]=[CH:15][C:14]([C@H:17]3[O:21]C(C)(C)[N:19]([C:24](=[O:28])[CH:25]([F:27])[F:26])[C@@H:18]3[CH2:29][F:30])=[CH:13][CH:12]=2)=[CH:7][N:6]=1)#[N:2].Cl. (4) Given the product [Cl:42][C:43]1[C:52]([O:53][CH2:7][CH2:6][O:5][CH2:4][CH2:3][O:2][CH3:1])=[CH:51][C:46]([C:47]([OH:49])=[O:48])=[CH:45][N:44]=1, predict the reactants needed to synthesize it. The reactants are: [CH3:1][O:2][CH2:3][CH2:4][O:5][CH2:6][CH2:7]O.C1(P(C2C=CC=CC=2)C2C=CC=CC=2)C=CC=CC=1.N(C(OC(C)C)=O)=NC(OC(C)C)=O.[Cl:42][C:43]1[C:52]([OH:53])=[CH:51][C:46]([C:47]([O:49]C)=[O:48])=[CH:45][N:44]=1.O.[OH-].[Li+].Cl. (5) Given the product [CH:1]1([CH2:4][O:5][CH:6]2[CH2:11][CH2:10][CH:9]([C:12]([OH:14])=[O:13])[CH2:8][CH2:7]2)[CH2:2][CH2:3]1, predict the reactants needed to synthesize it. The reactants are: [CH:1]1([CH2:4][O:5][C@H:6]2[CH2:11][CH2:10][C@H:9]([C:12]([O:14]CC)=[O:13])[CH2:8][CH2:7]2)[CH2:3][CH2:2]1.CO.[OH-].[Na+].C1(CO[C@H]2CC[C@H](C(O)=O)CC2)CC1. (6) Given the product [Cl:25][C:26]1[CH:27]=[CH:28][C:29]([S:32][C:33]2[C:41]3[C:36](=[CH:37][CH:38]=[C:39]([CH3:42])[CH:40]=3)[NH:35][C:34]=2[C:43]([O:45][CH:2]([CH3:3])[CH3:7])=[O:44])=[CH:30][CH:31]=1, predict the reactants needed to synthesize it. The reactants are: Cl[C:2]1[CH:3]=C(SC2C3C(=CC(C)=CC=3)NC=2CCC(N)=O)C=C(Cl)[CH:7]=1.[Cl:25][C:26]1[CH:31]=[CH:30][C:29]([S:32][C:33]2[C:41]3[C:36](=[CH:37][CH:38]=[C:39]([CH3:42])[CH:40]=3)[NH:35][C:34]=2[C:43]([OH:45])=[O:44])=[CH:28][CH:27]=1.C(Cl)(=O)C(Cl)=O.CC(O)C. (7) Given the product [NH2:10][C:9]1[N:19]([CH:13]2[CH2:18][CH2:17][CH2:16][CH2:15][CH2:14]2)[N:20]=[C:4]([CH3:5])[C:6]=1[C:7]#[N:8], predict the reactants needed to synthesize it. The reactants are: C(O[C:4](=[C:6]([C:9]#[N:10])[C:7]#[N:8])[CH3:5])C.Cl.Cl.[CH:13]1([NH:19][NH2:20])[CH2:18][CH2:17][CH2:16][CH2:15][CH2:14]1.C(N(CC)CC)C.